Dataset: Catalyst prediction with 721,799 reactions and 888 catalyst types from USPTO. Task: Predict which catalyst facilitates the given reaction. (1) Product: [CH3:13][O:12][C:10](=[O:11])/[CH:9]=[CH:8]/[C:5]1[N:6]=[CH:7][C:2]([NH:14][C@@H:15]2[CH2:19][CH2:18][N:17]([C:20]([O:22][C:23]([CH3:26])([CH3:25])[CH3:24])=[O:21])[CH2:16]2)=[N:3][CH:4]=1. The catalyst class is: 44. Reactant: Cl[C:2]1[N:3]=[CH:4][C:5](/[CH:8]=[CH:9]/[C:10]([O:12][CH3:13])=[O:11])=[N:6][CH:7]=1.[NH2:14][C@@H:15]1[CH2:19][CH2:18][N:17]([C:20]([O:22][C:23]([CH3:26])([CH3:25])[CH3:24])=[O:21])[CH2:16]1.P([O-])([O-])([O-])=O.[K+].[K+].[K+].O. (2) Reactant: [CH3:1][C:2]([CH3:16])([CH3:15])[CH2:3][C:4]([NH:6][C:7]1[CH:12]=[C:11]([NH2:13])[CH:10]=[C:9]([NH2:14])[CH:8]=1)=[O:5].[C:17](O[C:17](=[O:21])[CH:18]([CH3:20])[CH3:19])(=[O:21])[CH:18]([CH3:20])[CH3:19]. The catalyst class is: 37. Product: [C:17]([NH:13][C:11]1[CH:12]=[C:7]([NH:6][C:4](=[O:5])[CH2:3][C:2]([CH3:16])([CH3:15])[CH3:1])[CH:8]=[C:9]([NH:14][C:17](=[O:21])[CH:18]([CH3:20])[CH3:19])[CH:10]=1)(=[O:21])[CH:18]([CH3:20])[CH3:19]. (3) Reactant: [Cl:1][C:2]1[CH:3]=[CH:4][C:5]([CH:24]=[O:25])=[C:6]2[C:10]=1[N:9]=[C:8]1[N:11]([C:15]3[C:20]([Cl:21])=[CH:19][C:18]([Cl:22])=[CH:17][C:16]=3[Cl:23])[CH2:12][CH2:13][CH2:14][N:7]21.[CH2:26]([Mg]Br)[CH3:27]. Product: [Cl:1][C:2]1[C:10]2[N:9]=[C:8]3[N:11]([C:15]4[C:20]([Cl:21])=[CH:19][C:18]([Cl:22])=[CH:17][C:16]=4[Cl:23])[CH2:12][CH2:13][CH2:14][N:7]3[C:6]=2[C:5]([CH:24]([OH:25])[CH2:26][CH3:27])=[CH:4][CH:3]=1. The catalyst class is: 627.